Dataset: Full USPTO retrosynthesis dataset with 1.9M reactions from patents (1976-2016). Task: Predict the reactants needed to synthesize the given product. (1) Given the product [C:33]([C:35]1[CH:36]=[C:37]([O:41][C:2]2[N:7]=[CH:6][C:5]([C:8]([N:10]([CH3:32])[C:11]3[CH:16]=[CH:15][C:14]([CH2:17][N:18]4[CH2:23][CH2:22][N:21]([C:24]([O:26][C:27]([CH3:30])([CH3:29])[CH3:28])=[O:25])[C@@H:20]([CH3:31])[CH2:19]4)=[CH:13][CH:12]=3)=[O:9])=[CH:4][CH:3]=2)[CH:38]=[CH:39][CH:40]=1)#[N:34], predict the reactants needed to synthesize it. The reactants are: Cl[C:2]1[N:7]=[CH:6][C:5]([C:8]([N:10]([CH3:32])[C:11]2[CH:16]=[CH:15][C:14]([CH2:17][N:18]3[CH2:23][CH2:22][N:21]([C:24]([O:26][C:27]([CH3:30])([CH3:29])[CH3:28])=[O:25])[C@@H:20]([CH3:31])[CH2:19]3)=[CH:13][CH:12]=2)=[O:9])=[CH:4][CH:3]=1.[C:33]([C:35]1[CH:36]=[C:37]([OH:41])[CH:38]=[CH:39][CH:40]=1)#[N:34]. (2) Given the product [NH2:1][C:2]1[C:3]([C:20]([NH:23][C:24]2[C:29]([N:30]3[CH2:35][CH2:34][C:33]([NH:37][C:38](=[O:44])[O:39][C:40]([CH3:43])([CH3:42])[CH3:41])([CH3:36])[CH2:32][CH2:31]3)=[CH:28][CH:27]=[CH:26][N:25]=2)=[O:22])=[N:4][C:5]([C:8]2[C:13]([C:14]([F:16])([F:17])[F:15])=[C:12]([O:18][CH3:19])[CH:11]=[CH:10][N:9]=2)=[CH:6][N:7]=1, predict the reactants needed to synthesize it. The reactants are: [NH2:1][C:2]1[C:3]([C:20]([OH:22])=O)=[N:4][C:5]([C:8]2[C:13]([C:14]([F:17])([F:16])[F:15])=[C:12]([O:18][CH3:19])[CH:11]=[CH:10][N:9]=2)=[CH:6][N:7]=1.[NH2:23][C:24]1[C:29]([N:30]2[CH2:35][CH2:34][C:33]([NH:37][C:38](=[O:44])[O:39][C:40]([CH3:43])([CH3:42])[CH3:41])([CH3:36])[CH2:32][CH2:31]2)=[CH:28][CH:27]=[CH:26][N:25]=1.C(N(C(C)C)C(C)C)C.F[P-](F)(F)(F)(F)F.C(C(=NO[C+](N(C)C)N1CCOCC1)C(OCC)=O)#N. (3) Given the product [Cl:31][C:32]1[C:40]([C:41]([F:42])([F:43])[F:44])=[CH:39][CH:38]=[CH:37][C:33]=1[C:17]([N:6]1[CH2:7][CH2:8][C:9]2=[C:10]([C:11]3[CH:16]=[CH:15][CH:14]=[CH:13][N:12]=3)[N:2]([CH3:1])[N:3]=[C:4]2[CH2:5]1)=[O:19], predict the reactants needed to synthesize it. The reactants are: [CH3:1][N:2]1[C:10]([C:11]2[CH:16]=[CH:15][CH:14]=[CH:13][N:12]=2)=[C:9]2[C:4]([CH2:5][N:6]([C:17]([O:19]C(C)(C)C)=O)[CH2:7][CH2:8]2)=[N:3]1.Cl.O1CCOCC1.[Cl:31][C:32]1[C:40]([C:41]([F:44])([F:43])[F:42])=[CH:39][CH:38]=[CH:37][C:33]=1C(O)=O.F[P-](F)(F)(F)(F)F.N1(O[P+](N(C)C)(N(C)C)N(C)C)C2C=CC=CC=2N=N1.C(N(CC)CC)C. (4) Given the product [OH:52][C@H:25]([CH2:24][O:23][C:22]1[CH:21]=[CH:20][C:19]([OH:18])=[CH:54][CH:53]=1)[CH2:26][NH:27][CH2:28][CH2:29][C:30]1[CH:51]=[CH:50][C:33]([NH:34][C:35]2[C:40]([NH:41][C:42](=[O:49])[C:43]3[CH:48]=[CH:47][CH:46]=[CH:45][CH:44]=3)=[CH:39][CH:38]=[CH:37][N:36]=2)=[CH:32][CH:31]=1, predict the reactants needed to synthesize it. The reactants are: [Si]([O:18][C:19]1[CH:54]=[CH:53][C:22]([O:23][CH2:24][C@@H:25]([OH:52])[CH2:26][NH:27][CH2:28][CH2:29][C:30]2[CH:51]=[CH:50][C:33]([NH:34][C:35]3[C:40]([NH:41][C:42](=[O:49])[C:43]4[CH:48]=[CH:47][CH:46]=[CH:45][CH:44]=4)=[CH:39][CH:38]=[CH:37][N:36]=3)=[CH:32][CH:31]=2)=[CH:21][CH:20]=1)(C(C)(C)C)(C1C=CC=CC=1)C1C=CC=CC=1. (5) Given the product [N:29]([CH2:12][CH:13]1[CH2:17][C:16]2[CH:18]=[CH:19][CH:20]=[C:21]([C:22]3[CH:27]=[CH:26][CH:25]=[C:24]([Cl:28])[CH:23]=3)[C:15]=2[O:14]1)=[N+:30]=[N-:31], predict the reactants needed to synthesize it. The reactants are: CC1C=CC(S(O[CH2:12][CH:13]2[CH2:17][C:16]3[CH:18]=[CH:19][CH:20]=[C:21]([C:22]4[CH:27]=[CH:26][CH:25]=[C:24]([Cl:28])[CH:23]=4)[C:15]=3[O:14]2)(=O)=O)=CC=1.[N-:29]=[N+:30]=[N-:31].[Na+].N(CC1CC2C=C(Cl)C=C(C3C=CSC=3)C=2O1)=[N+]=[N-]. (6) Given the product [CH3:1][C:2]1[CH:7]=[C:6]([CH3:8])[NH:5][C:4](=[O:9])[C:3]=1[CH2:10][NH:11][C:12]([C:14]1[C:15]2[CH:28]=[N:27][N:26]([CH:29]([CH3:31])[CH3:30])[C:16]=2[N:17]=[C:18]([C:20]2[CH2:21][CH2:22][N:23]([C:44]([CH:41]3[CH2:42][CH2:43][NH:39][CH2:40]3)=[O:45])[CH2:24][CH:25]=2)[CH:19]=1)=[O:13], predict the reactants needed to synthesize it. The reactants are: [CH3:1][C:2]1[CH:7]=[C:6]([CH3:8])[NH:5][C:4](=[O:9])[C:3]=1[CH2:10][NH:11][C:12]([C:14]1[C:15]2[CH:28]=[N:27][N:26]([CH:29]([CH3:31])[CH3:30])[C:16]=2[N:17]=[C:18]([C:20]2[CH2:21][CH2:22][NH:23][CH2:24][CH:25]=2)[CH:19]=1)=[O:13].CCN(CC)CC.[NH:39]1[CH2:43][CH2:42][CH:41]([C:44](O)=[O:45])[CH2:40]1.C1CN([P+](ON2N=NC3C=CC=CC2=3)(N2CCCC2)N2CCCC2)CC1.F[P-](F)(F)(F)(F)F.